This data is from Full USPTO retrosynthesis dataset with 1.9M reactions from patents (1976-2016). The task is: Predict the reactants needed to synthesize the given product. (1) Given the product [CH2:11]([N:13]([CH2:14][CH3:15])[CH:2]1[CH2:3][C:4]2[C:9](=[CH:8][CH:7]=[CH:6][CH:5]=2)[CH2:1]1)[CH3:12], predict the reactants needed to synthesize it. The reactants are: [CH2:1]1[C:9]2[C:4](=[CH:5][CH:6]=[CH:7][CH:8]=2)[CH2:3][C:2]1=O.[CH2:11]([NH:13][CH2:14][CH3:15])[CH3:12].[B-]C#N.[Na+].C(O)(=O)C. (2) Given the product [CH2:1]([NH:8][C:9]1[N:17]=[CH:16][N:15]=[C:14]2[C:10]=1[N:11]=[C:12]([OH:31])[N:13]2[C@@H:18]1[O:24][C@H:23]([CH2:25][OH:26])[C@@H:21]([OH:22])[C@H:19]1[OH:20])[C:2]1[CH:7]=[CH:6][CH:5]=[CH:4][CH:3]=1, predict the reactants needed to synthesize it. The reactants are: [CH2:1]([NH:8][C:9]1[N:17]=[CH:16][N:15]=[C:14]2[C:10]=1[N:11]=[C:12](SC)[N:13]2[C@@H:18]1[O:24][C@H:23]([CH2:25][OH:26])[C@@H:21]([OH:22])[C@H:19]1[OH:20])[C:2]1[CH:7]=[CH:6][CH:5]=[CH:4][CH:3]=1.OO.[O-:31][Mn](=O)(=O)=O.[K+]. (3) Given the product [Cl:1][C:2]1[N:7]=[C:6]([C:8]2[S:39][C:38]([NH:37][CH3:36])=[N:40][C:9]=2[C:11]2[CH:12]=[C:13]([NH:17][C:18](=[O:27])[C:19]3[C:24]([F:25])=[CH:23][CH:22]=[CH:21][C:20]=3[F:26])[CH:14]=[CH:15][CH:16]=2)[CH:5]=[CH:4][N:3]=1, predict the reactants needed to synthesize it. The reactants are: [Cl:1][C:2]1[N:7]=[C:6](/[CH:8]=[C:9](\[C:11]2[CH:12]=[C:13]([NH:17][C:18](=[O:27])[C:19]3[C:24]([F:25])=[CH:23][CH:22]=[CH:21][C:20]=3[F:26])[CH:14]=[CH:15][CH:16]=2)/O)[CH:5]=[CH:4][N:3]=1.C1C(=O)N(Br)C(=O)C1.[CH3:36][NH:37][C:38]([NH2:40])=[S:39]. (4) The reactants are: [C:1]([OH:12])(=O)/[CH:2]=[CH:3]/[CH2:4][CH2:5][CH2:6][CH2:7][CH2:8][CH2:9][CH3:10].[CH2:13]([NH2:18])[CH2:14][CH2:15][CH2:16][CH3:17]. Given the product [CH2:13]([NH:18][C:1](=[O:12])/[CH:2]=[CH:3]/[CH2:4][CH2:5][CH2:6][CH2:7][CH2:8][CH2:9][CH3:10])[CH2:14][CH2:15][CH2:16][CH3:17], predict the reactants needed to synthesize it. (5) Given the product [OH:8][C:9]1[CH:14]=[CH:13][C:12]([C:15]2[C:20]([CH3:21])=[CH:19][C:18]([O:22][C@@H:23]3[CH2:27][CH2:26][O:25][CH2:24]3)=[CH:17][C:16]=2[CH3:28])=[CH:11][C:10]=1[CH2:29][O:30][C:31]1[CH:43]=[CH:42][C:34]2[C@H:35]([CH2:38][C:39]([OH:41])=[O:40])[CH2:36][O:37][C:33]=2[CH:32]=1, predict the reactants needed to synthesize it. The reactants are: C([O:8][C:9]1[CH:14]=[CH:13][C:12]([C:15]2[C:20]([CH3:21])=[CH:19][C:18]([O:22][C@@H:23]3[CH2:27][CH2:26][O:25][CH2:24]3)=[CH:17][C:16]=2[CH3:28])=[CH:11][C:10]=1[CH2:29][O:30][C:31]1[CH:43]=[CH:42][C:34]2[C@H:35]([CH2:38][C:39]([OH:41])=[O:40])[CH2:36][O:37][C:33]=2[CH:32]=1)C1C=CC=CC=1. (6) Given the product [CH3:33][NH:32][C:31]([C@@H:30]1[C@@H:26]([N:23]=[N+:24]=[N-:25])[C@@H:27]([OH:58])[C@H:28]([N:35]2[CH:43]=[N:42][C:41]3[C:36]2=[N:37][CH:38]=[N:39][C:40]=3[NH:44][CH2:45][C:46]2[CH:56]=[C:55]([Cl:57])[CH:54]=[CH:53][C:47]=2[O:48][CH2:49][C:50](=[O:51])[N:62]2[CH2:63][CH2:64][NH:59][C:60](=[O:65])[CH2:61]2)[O:29]1)=[O:34], predict the reactants needed to synthesize it. The reactants are: CCN=C=NCCCN(C)C.Cl.C1C=CC2N(O)N=NC=2C=1.[N:23]([C@@H:26]1[C@@H:30]([C:31](=[O:34])[NH:32][CH3:33])[O:29][C@@H:28]([N:35]2[CH:43]=[N:42][C:41]3[C:36]2=[N:37][CH:38]=[N:39][C:40]=3[NH:44][CH2:45][C:46]2[CH:56]=[C:55]([Cl:57])[CH:54]=[CH:53][C:47]=2[O:48][CH2:49][C:50](O)=[O:51])[C@@H:27]1[OH:58])=[N+:24]=[N-:25].[NH:59]1[CH2:64][CH2:63][NH:62][CH2:61][C:60]1=[O:65]. (7) Given the product [CH3:10][O:11][CH:12]1[CH2:17][CH2:16][N:15]([C:2]2[N:7]=[C:6]([NH2:8])[CH:5]=[CH:4][N:3]=2)[CH2:14][CH2:13]1, predict the reactants needed to synthesize it. The reactants are: Cl[C:2]1[N:7]=[C:6]([NH2:8])[CH:5]=[CH:4][N:3]=1.Cl.[CH3:10][O:11][CH:12]1[CH2:17][CH2:16][NH:15][CH2:14][CH2:13]1.C(=O)([O-])[O-].[Cs+].[Cs+]. (8) Given the product [NH:16]1[CH2:17][CH2:18][C@H:14]([O:13][C:11]2[N:12]=[C:7]([C:4]3[NH:3][C:2](=[O:1])[NH:6][N:5]=3)[CH:8]=[CH:9][CH:10]=2)[CH2:15]1, predict the reactants needed to synthesize it. The reactants are: [O:1]=[C:2]1[NH:6][N:5]=[C:4]([C:7]2[N:12]=[C:11]([O:13][C@H:14]3[CH2:18][CH2:17][N:16](C(OC(C)(C)C)=O)[CH2:15]3)[CH:10]=[CH:9][CH:8]=2)[NH:3]1.C(O)(C(F)(F)F)=O. (9) Given the product [F:41][C:15]1[C:16]2[O:17][C:18]3[C:23](=[CH:22][C:21]([NH:32][C:33]4[CH:38]=[CH:37][CH:36]=[C:35]([O:39][CH3:40])[CH:34]=4)=[CH:20][CH:19]=3)[C@@:24]3([CH2:30][O:29][C:28]([NH2:31])=[N:27]3)[C:25]=2[CH:26]=[C:13]([N:1]2[CH2:6][CH2:5][O:4][CH2:3][CH2:2]2)[CH:14]=1, predict the reactants needed to synthesize it. The reactants are: [NH:1]1[CH2:6][CH2:5][O:4][CH2:3][CH2:2]1.FC(F)(F)S(O[C:13]1[CH:26]=[C:25]2[C:16]([O:17][C:18]3[CH:19]=[CH:20][C:21]([NH:32][C:33]4[CH:38]=[CH:37][CH:36]=[C:35]([O:39][CH3:40])[CH:34]=4)=[CH:22][C:23]=3[C@:24]32[CH2:30][O:29][C:28]([NH2:31])=[N:27]3)=[C:15]([F:41])[CH:14]=1)(=O)=O.[Li+].C[Si]([N-][Si](C)(C)C)(C)C. (10) Given the product [Cl:9][C:6]1[C:7]([CH3:8])=[C:2]([C:23]2[CH:28]=[CH:27][N:26]=[C:25]([C:29]#[N:30])[CH:24]=2)[C:3]([O:13][CH2:14][CH3:32])=[C:4]([CH:10]([OH:12])[CH3:11])[CH:5]=1, predict the reactants needed to synthesize it. The reactants are: Br[C:2]1[C:3]([O:13][CH3:14])=[C:4]([CH:10]([OH:12])[CH3:11])[CH:5]=[C:6]([Cl:9])[C:7]=1[CH3:8].CC1(C)C(C)(C)OB([C:23]2[CH:28]=[CH:27][N:26]=[C:25]([C:29]#[N:30])[CH:24]=2)O1.[C:32](=O)([O-])[O-].[Na+].[Na+].ClCCl.